From a dataset of Peptide-MHC class I binding affinity with 185,985 pairs from IEDB/IMGT. Regression. Given a peptide amino acid sequence and an MHC pseudo amino acid sequence, predict their binding affinity value. This is MHC class I binding data. The binding affinity (normalized) is 0.317. The MHC is HLA-B15:01 with pseudo-sequence HLA-B15:01. The peptide sequence is IMRSERPQA.